Dataset: Peptide-MHC class II binding affinity with 134,281 pairs from IEDB. Task: Regression. Given a peptide amino acid sequence and an MHC pseudo amino acid sequence, predict their binding affinity value. This is MHC class II binding data. (1) The peptide sequence is KVLIELEPPFGDSYIVV. The MHC is DRB1_1101 with pseudo-sequence DRB1_1101. The binding affinity (normalized) is 0.145. (2) The peptide sequence is IPFVHLGHRDALEDD. The MHC is DRB1_1101 with pseudo-sequence DRB1_1101. The binding affinity (normalized) is 0.751.